Dataset: Full USPTO retrosynthesis dataset with 1.9M reactions from patents (1976-2016). Task: Predict the reactants needed to synthesize the given product. (1) The reactants are: [CH2:1]([N:3]([CH2:6][C:7]1[S:11][C:10]([C:12]2[O:16][N:15]=[C:14]([C:17]3[CH:22]=[C:21]([CH3:23])[C:20]([OH:24])=[C:19]([CH2:25][CH3:26])[CH:18]=3)[N:13]=2)=[CH:9][C:8]=1[CH3:27])[CH2:4][CH3:5])[CH3:2].C([O-])([O-])=O.[K+].[K+].C([NH:41][CH2:42][CH2:43]Br)(OC(C)(C)C)=O. Given the product [CH2:1]([N:3]([CH2:6][C:7]1[S:11][C:10]([C:12]2[O:16][N:15]=[C:14]([C:17]3[CH:22]=[C:21]([CH3:23])[C:20]([O:24][CH2:43][CH2:42][NH2:41])=[C:19]([CH2:25][CH3:26])[CH:18]=3)[N:13]=2)=[CH:9][C:8]=1[CH3:27])[CH2:4][CH3:5])[CH3:2], predict the reactants needed to synthesize it. (2) Given the product [Cl:1][C:2]1[S:6][C:5]([C:7]([NH:9][C:10]2[CH:18]=[CH:17][CH:16]=[C:15]3[C:11]=2[C:12](=[O:26])[N:13]([CH:20]2[CH2:25][CH2:24][N:23]([C:28]4[CH:33]=[CH:32][CH:31]=[CH:30][N:29]=4)[CH2:22][CH2:21]2)[C:14]3=[O:19])=[O:8])=[CH:4][CH:3]=1, predict the reactants needed to synthesize it. The reactants are: [Cl:1][C:2]1[S:6][C:5]([C:7]([NH:9][C:10]2[CH:18]=[CH:17][CH:16]=[C:15]3[C:11]=2[C:12](=[O:26])[N:13]([CH:20]2[CH2:25][CH2:24][NH:23][CH2:22][CH2:21]2)[C:14]3=[O:19])=[O:8])=[CH:4][CH:3]=1.Br[C:28]1[CH:33]=[CH:32][CH:31]=[CH:30][N:29]=1. (3) Given the product [NH2:1][C:2]1[C:3]([C:18]([NH:22][CH3:21])=[O:19])=[N:4][C:5]([CH:8]2[CH2:9][CH2:10][C:11]3([O:12][CH2:13][CH2:14][O:15]3)[CH2:16][CH2:17]2)=[CH:6][CH:7]=1, predict the reactants needed to synthesize it. The reactants are: [NH2:1][C:2]1[C:3]([C:18](O)=[O:19])=[N:4][C:5]([CH:8]2[CH2:17][CH2:16][C:11]3([O:15][CH2:14][CH2:13][O:12]3)[CH2:10][CH2:9]2)=[CH:6][CH:7]=1.[CH3:21][N:22](C=O)C.CCN(C(C)C)C(C)C.Cl.CN.CN(C(ON1N=NC2C=CC=CC1=2)=[N+](C)C)C.[B-](F)(F)(F)F. (4) Given the product [Cl:1][C:2]1[CH:3]=[C:4]([C:8]2[N:12]3[N:13]=[C:14]([NH:17][C@H:18]4[CH2:23][CH2:22][C@H:21]([NH:24][S:35]([CH3:34])(=[O:37])=[O:36])[CH2:20][CH2:19]4)[CH:15]=[CH:16][C:11]3=[N:10][CH:9]=2)[CH:5]=[CH:6][CH:7]=1, predict the reactants needed to synthesize it. The reactants are: [Cl:1][C:2]1[CH:3]=[C:4]([C:8]2[N:12]3[N:13]=[C:14]([NH:17][C@H:18]4[CH2:23][CH2:22][C@H:21]([NH2:24])[CH2:20][CH2:19]4)[CH:15]=[CH:16][C:11]3=[N:10][CH:9]=2)[CH:5]=[CH:6][CH:7]=1.CCN(C(C)C)C(C)C.[CH3:34][S:35](OCl)(=[O:37])=[O:36].C(Cl)Cl. (5) Given the product [N:7]1([C:5]([NH:4][CH2:3][C:2]([C@@H:13]([NH:18][C:19](=[O:42])[O:20][C@H:21]([CH2:26][N:27]2[CH:31]=[CH:30][C:29]([C:32]3[CH:33]=[CH:34][C:35]([C:38]([F:39])([F:41])[F:40])=[CH:36][CH:37]=3)=[N:28]2)[C:22]([CH3:24])([CH3:23])[CH3:25])[CH2:14][CH2:15][CH2:16][CH3:17])=[O:1])=[O:6])[CH2:8][CH2:9][O:10][CH2:11][CH2:12]1, predict the reactants needed to synthesize it. The reactants are: [OH:1][C@H:2]([C@@H:13]([NH:18][C:19](=[O:42])[O:20][C@H:21]([CH2:26][N:27]1[CH:31]=[CH:30][C:29]([C:32]2[CH:37]=[CH:36][C:35]([C:38]([F:41])([F:40])[F:39])=[CH:34][CH:33]=2)=[N:28]1)[C:22]([CH3:25])([CH3:24])[CH3:23])[CH2:14][CH2:15][CH2:16][CH3:17])[CH2:3][NH:4][C:5]([N:7]1[CH2:12][CH2:11][O:10][CH2:9][CH2:8]1)=[O:6].O[C@@H]([C@@H](NC(=O)O[C@H](CN1C=CC(C2C=CC(C(F)(F)F)=CC=2)=N1)C(C)(C)C)CCCC)CNC(N1CCOCC1)=O.O[C@H]([C@@H](NC(=O)O[C@H](CN1C=CC(C2C=CC(C(F)(F)F)=CC=2)=N1)C(C)(C)C)CCCC)CNS(C1C=CC=CN=1)(=O)=O.O[C@@H]([C@@H](NC(=O)O[C@H](CN1C=CC(C2C=CC(C(F)(F)F)=CC=2)=N1)C(C)(C)C)CCCC)CNS(C1C=CC=CN=1)(=O)=O. (6) Given the product [CH:30]([C:27]1[CH:28]=[CH:29][C:24]([CH2:23][C:17]2[CH:16]=[C:12]([C:13]([OH:15])=[O:14])[C:11]([CH2:9][C:8]3[CH:35]=[CH:36][C:5]([CH:1]([CH2:3][CH3:4])[CH3:2])=[CH:6][CH:7]=3)=[CH:19][C:18]=2[C:20]([OH:22])=[O:21])=[CH:25][CH:26]=1)([CH2:32][CH3:33])[CH3:31], predict the reactants needed to synthesize it. The reactants are: [CH:1]([C:5]1[CH:36]=[CH:35][C:8]([C:9]([C:11]2[CH:19]=[C:18]([C:20]([OH:22])=[O:21])[C:17]([C:23](=O)[C:24]3[CH:29]=[CH:28][C:27]([CH:30]([CH2:32][CH3:33])[CH3:31])=[CH:26][CH:25]=3)=[CH:16][C:12]=2[C:13]([OH:15])=[O:14])=O)=[CH:7][CH:6]=1)([CH2:3][CH3:4])[CH3:2].[H][H]. (7) Given the product [N+:1]([C:4]1[CH:9]=[CH:8][CH:7]=[CH:6][C:5]=1[O:10][CH2:12][CH2:13][Cl:14])([O-:3])=[O:2], predict the reactants needed to synthesize it. The reactants are: [N+:1]([C:4]1[CH:9]=[CH:8][CH:7]=[CH:6][C:5]=1[OH:10])([O-:3])=[O:2].Br[CH2:12][CH2:13][Cl:14].C([O-])([O-])=O.[K+].[K+].